From a dataset of Reaction yield outcomes from USPTO patents with 853,638 reactions. Predict the reaction yield, written as a fraction of the theoretical maximum amount of product (1.0 means a 100% yield; for example, 0.34 means a 34% yield). (1) The reactants are [P:1]([O:13][CH2:14][CH2:15][N:16]1[CH2:21][CH2:20][NH:19][CH2:18][CH2:17]1)([O:8][C:9]([CH3:12])([CH3:11])[CH3:10])([O:3][C:4]([CH3:7])([CH3:6])[CH3:5])=[O:2].O=[CH:23][CH2:24][C@@H:25]([NH:34][C:35]1[CH:40]=[CH:39][C:38]([S:41]([NH2:44])(=[O:43])=[O:42])=[CH:37][C:36]=1[S:45]([C:48]([F:51])([F:50])[F:49])(=[O:47])=[O:46])[CH2:26][S:27][C:28]1[CH:33]=[CH:32][CH:31]=[CH:30][CH:29]=1.C(O[BH-](OC(=O)C)OC(=O)C)(=O)C.[Na+].[OH-].[Na+]. The catalyst is ClCCCl.ClC(Cl)C.C(Cl)Cl. The product is [P:1]([O:13][CH2:14][CH2:15][N:16]1[CH2:17][CH2:18][N:19]([CH2:23][CH2:24][C@@H:25]([NH:34][C:35]2[CH:40]=[CH:39][C:38]([S:41](=[O:42])(=[O:43])[NH2:44])=[CH:37][C:36]=2[S:45]([C:48]([F:50])([F:49])[F:51])(=[O:47])=[O:46])[CH2:26][S:27][C:28]2[CH:29]=[CH:30][CH:31]=[CH:32][CH:33]=2)[CH2:20][CH2:21]1)([O:3][C:4]([CH3:5])([CH3:6])[CH3:7])([O:8][C:9]([CH3:12])([CH3:11])[CH3:10])=[O:2]. The yield is 0.940. (2) The reactants are [H-].[Na+].[NH:3]1[C:11]2[CH:10]=[CH:9][CH:8]=[C:7]([C:12]([O:14][CH3:15])=[O:13])[C:6]=2[CH:5]=[CH:4]1.I[CH3:17]. The catalyst is CN(C=O)C. The product is [CH3:17][N:3]1[C:11]2[CH:10]=[CH:9][CH:8]=[C:7]([C:12]([O:14][CH3:15])=[O:13])[C:6]=2[CH:5]=[CH:4]1. The yield is 0.900. (3) The reactants are [C@H:1]([NH:5][C:6]1[C:7]([C:20]2[O:21][C:22]3[CH:28]=[CH:27][C:26]([F:29])=[CH:25][C:23]=3[CH:24]=2)=[N:8][C:9]2[C:14]([N:15]=1)=[CH:13][C:12]([C:16]([O:18]C)=[O:17])=[CH:11][CH:10]=2)([CH2:3][CH3:4])[CH3:2].[H-].[Na+].[CH3:32]I. The catalyst is C1COCC1. The product is [C@H:1]([N:5]([CH3:32])[C:6]1[C:7]([C:20]2[O:21][C:22]3[CH:28]=[CH:27][C:26]([F:29])=[CH:25][C:23]=3[CH:24]=2)=[N:8][C:9]2[C:14]([N:15]=1)=[CH:13][C:12]([C:16]([OH:18])=[O:17])=[CH:11][CH:10]=2)([CH2:3][CH3:4])[CH3:2]. The yield is 0.230. (4) The reactants are [NH2:1][C:2]1[CH:3]=[C:4]2[C:14](=[O:15])[NH:13][N:12]=[CH:11][C:6]3=[CH:7][NH:8][C:9]([CH:10]=1)=[C:5]23.[CH2:16]1[C:25]2[C:20](=[CH:21][CH:22]=[CH:23][CH:24]=2)[CH2:19][CH2:18][N:17]1[CH2:26][C:27]([OH:29])=O.C(N([CH2:35][CH3:36])CC)C.F[P-](F)(F)(F)(F)F.N1(OC(N(C)C)=[N+](C)C)[C:48]2N=C[CH:51]=[CH:52][C:47]=2N=N1. The catalyst is CN(C)C=O. The product is [CH2:16]1[C:25]2[C:20](=[CH:21][CH:22]=[CH:23][CH:24]=2)[CH2:19][CH2:18][N:17]1[CH2:26][C:27]([NH:1][C:2]1[CH:3]=[C:4]2[C:14](=[O:15])[NH:13][N:12]=[CH:11][C:6]3=[C:7]([C:36]4[CH:35]=[CH:51][CH:52]=[CH:47][CH:48]=4)[NH:8][C:9]([CH:10]=1)=[C:5]23)=[O:29]. The yield is 0.340. (5) The reactants are [Cl:1][C:2]1[C:7]([Cl:8])=[C:6]([C:9]#[N:10])[CH:5]=[CH:4][C:3]=1[NH:11][C@H:12]([C@@H:16]([OH:18])[CH3:17])[C:13]([OH:15])=O.[Cl:19][C:20]1[CH:29]=[CH:28][C:23]([C:24]([NH:26][NH2:27])=[O:25])=[CH:22][CH:21]=1.ClC1C(CC)=C(N[C@H]([C@@H](O)C)C(NNC(=O)C2C=CC=CC=2)=O)C=CC=1C#N. No catalyst specified. The product is [Cl:19][C:20]1[CH:29]=[CH:28][C:23]([C:24]([NH:26][NH:27][C:13](=[O:15])[C@H:12]([NH:11][C:3]2[CH:4]=[CH:5][C:6]([C:9]#[N:10])=[C:7]([Cl:8])[C:2]=2[Cl:1])[C@@H:16]([OH:18])[CH3:17])=[O:25])=[CH:22][CH:21]=1. The yield is 0.520.